This data is from Full USPTO retrosynthesis dataset with 1.9M reactions from patents (1976-2016). The task is: Predict the reactants needed to synthesize the given product. (1) Given the product [CH3:1][S:2]([C:5]1[CH:6]=[N:7][C:8]2[C:13]([C:14]=1[C:15]1[CH:16]=[CH:17][CH:18]=[CH:19][CH:20]=1)=[CH:12][C:11]([CH:21]=[C:29]1[S:23][C:24](=[S:25])[NH:26][C:27]1=[O:28])=[CH:10][CH:9]=2)(=[O:4])=[O:3], predict the reactants needed to synthesize it. The reactants are: [CH3:1][S:2]([C:5]1[CH:6]=[N:7][C:8]2[C:13]([C:14]=1[C:15]1[CH:20]=[CH:19][CH:18]=[CH:17][CH:16]=1)=[CH:12][C:11]([CH:21]=O)=[CH:10][CH:9]=2)(=[O:4])=[O:3].[S:23]1[CH2:29][C:27](=[O:28])[NH:26][C:24]1=[S:25].C([O-])(=O)C.[Na+]. (2) The reactants are: [F:1][C:2]([F:24])([F:23])[C:3]1[CH:18]=[C:17]([C:19]([F:22])([F:21])[F:20])[CH:16]=[CH:15][C:4]=1[CH2:5][N:6]1[CH2:12][CH2:11][CH2:10][CH:9]([CH:13]=O)[CH2:8][CH2:7]1.[CH2:25]([NH:28][C:29]1[CH2:33][S:32][C:31](=[O:34])[N:30]=1)[C:26]#[CH:27].C([O-])(=O)C.[NH2+]1CCCCC1.C(=O)([O-])O.[Na+]. Given the product [F:24][C:2]([F:1])([F:23])[C:3]1[CH:18]=[C:17]([C:19]([F:22])([F:21])[F:20])[CH:16]=[CH:15][C:4]=1[CH2:5][N:6]1[CH2:12][CH2:11][CH2:10][CH:9](/[CH:13]=[C:33]2/[C:29]([NH:28][CH2:25][C:26]#[CH:27])=[N:30][C:31](=[O:34])[S:32]/2)[CH2:8][CH2:7]1, predict the reactants needed to synthesize it.